This data is from NCI-60 drug combinations with 297,098 pairs across 59 cell lines. The task is: Regression. Given two drug SMILES strings and cell line genomic features, predict the synergy score measuring deviation from expected non-interaction effect. Drug 1: CC1=C(C(=CC=C1)Cl)NC(=O)C2=CN=C(S2)NC3=CC(=NC(=N3)C)N4CCN(CC4)CCO. Drug 2: C1=NC2=C(N1)C(=S)N=CN2. Cell line: MOLT-4. Synergy scores: CSS=22.5, Synergy_ZIP=15.9, Synergy_Bliss=24.2, Synergy_Loewe=-5.66, Synergy_HSA=-0.597.